This data is from Full USPTO retrosynthesis dataset with 1.9M reactions from patents (1976-2016). The task is: Predict the reactants needed to synthesize the given product. (1) Given the product [ClH:22].[NH2:18][C@@:14]12[CH2:17][C@@:10]([NH:9][C:7]([C:2]3[CH:3]=[N:4][CH:5]=[CH:6][N:1]=3)=[O:8])([CH2:16][CH2:15]1)[CH2:11][CH2:12][CH2:13]2, predict the reactants needed to synthesize it. The reactants are: [N:1]1[CH:6]=[CH:5][N:4]=[CH:3][C:2]=1[C:7]([NH:9][C@:10]12[CH2:17][C@:14]([NH:18]C(=O)O)([CH2:15][CH2:16]1)[CH2:13][CH2:12][CH2:11]2)=[O:8].[ClH:22]. (2) Given the product [CH2:1]([C:3]1[CH:4]=[CH:5][C:6]([CH:9]2[CH2:14][N:13]([C:15]([N:31]3[CH2:36][CH2:35][S:34][CH2:33][CH2:32]3)=[O:16])[CH2:12][CH:11]([C:27]([O:29][CH3:30])=[O:28])[CH2:10]2)=[CH:7][CH:8]=1)[CH3:2], predict the reactants needed to synthesize it. The reactants are: [CH2:1]([C:3]1[CH:8]=[CH:7][C:6]([CH:9]2[CH2:14][N:13]([C:15](OC3C=CC([N+]([O-])=O)=CC=3)=[O:16])[CH2:12][CH:11]([C:27]([O:29][CH3:30])=[O:28])[CH2:10]2)=[CH:5][CH:4]=1)[CH3:2].[NH:31]1[CH2:36][CH2:35][S:34][CH2:33][CH2:32]1.C(=O)([O-])[O-].[K+].[K+]. (3) Given the product [C:18]([C:15]1[CH:16]=[CH:17][C:12]([S:9]([NH:8][C:7]2[C:2]([C:29]([C:30]3[C:31]([CH3:36])=[N:32][CH:33]=[CH:34][CH:35]=3)=[O:37])=[N:3][CH:4]=[C:5]([Cl:25])[CH:6]=2)(=[O:10])=[O:11])=[CH:13][CH:14]=1)([CH3:21])([CH3:19])[CH3:20], predict the reactants needed to synthesize it. The reactants are: Br[C:2]1[C:7]([N:8](COC)[S:9]([C:12]2[CH:17]=[CH:16][C:15]([C:18]([CH3:21])([CH3:20])[CH3:19])=[CH:14][CH:13]=2)(=[O:11])=[O:10])=[CH:6][C:5]([Cl:25])=[CH:4][N:3]=1.CON(C)[C:29](=[O:37])[C:30]1[CH:35]=[CH:34][CH:33]=[N:32][C:31]=1[CH3:36].O1CCOCC1. (4) Given the product [OH:27][CH2:26][C:20]1([NH:19][C:10]([C:7]2[CH:6]=[C:5]([O:13][CH2:14][C:15]([F:18])([F:17])[F:16])[C:4]([CH:1]3[CH2:2][CH2:3]3)=[CH:9][N:8]=2)=[O:12])[CH2:25][CH2:24][CH2:23][CH2:22][CH2:21]1, predict the reactants needed to synthesize it. The reactants are: [CH:1]1([C:4]2[C:5]([O:13][CH2:14][C:15]([F:18])([F:17])[F:16])=[CH:6][C:7]([C:10]([OH:12])=O)=[N:8][CH:9]=2)[CH2:3][CH2:2]1.[NH2:19][C:20]1([CH2:26][OH:27])[CH2:25][CH2:24][CH2:23][CH2:22][CH2:21]1.